Dataset: Full USPTO retrosynthesis dataset with 1.9M reactions from patents (1976-2016). Task: Predict the reactants needed to synthesize the given product. The reactants are: C([O:3][C:4](=[O:23])[CH2:5][N:6]1[C:10](=[O:11])[N:9]([CH:12]2[CH2:14][CH2:13]2)[C:8]([C:15]2[CH:20]=[CH:19][CH:18]=[CH:17][C:16]=2[O:21][CH3:22])=[N:7]1)C.[OH-].[K+]. Given the product [CH:12]1([N:9]2[C:10](=[O:11])[N:6]([CH2:5][C:4]([OH:23])=[O:3])[N:7]=[C:8]2[C:15]2[CH:20]=[CH:19][CH:18]=[CH:17][C:16]=2[O:21][CH3:22])[CH2:14][CH2:13]1, predict the reactants needed to synthesize it.